Task: Predict the reaction yield, written as a fraction of the theoretical maximum amount of product (1.0 means a 100% yield; for example, 0.34 means a 34% yield).. Dataset: Reaction yield outcomes from USPTO patents with 853,638 reactions (1) The reactants are [O:1]=[C:2]1[CH2:7][N:6]([C:8]([N:10]2[CH2:25][CH2:24][C:13]3([CH2:17][N:16]([C:18]4[CH:23]=[CH:22][N:21]=[CH:20][CH:19]=4)[CH2:15][CH2:14]3)[CH2:12][CH2:11]2)=[O:9])[CH2:5][CH2:4][N:3]1[CH2:26][CH2:27][C:28]([O:30]CC)=[O:29]. The catalyst is Cl. The product is [O:1]=[C:2]1[CH2:7][N:6]([C:8]([N:10]2[CH2:11][CH2:12][C:13]3([CH2:17][N:16]([C:18]4[CH:23]=[CH:22][N:21]=[CH:20][CH:19]=4)[CH2:15][CH2:14]3)[CH2:24][CH2:25]2)=[O:9])[CH2:5][CH2:4][N:3]1[CH2:26][CH2:27][C:28]([OH:30])=[O:29]. The yield is 0.450. (2) The reactants are [CH3:1][Si:2]([CH3:28])([CH3:27])[CH2:3][CH2:4][O:5][CH2:6][N:7]1[C:11]2[N:12]=[CH:13][N:14]=[C:15]([C:16]3[CH:17]=[N:18][N:19]([CH:21]([CH2:25][CH3:26])[CH2:22][CH:23]=O)[CH:20]=3)[C:10]=2[CH:9]=[CH:8]1.C(Cl)Cl.C1(P(C2C=CC=CC=2)C2C=CC=CC=2)C=CC=CC=1.[C:51](Br)(Br)([Br:53])[Br:52]. The catalyst is O. The product is [Br:52][C:51]([Br:53])=[CH:23][CH2:22][CH:21]([N:19]1[CH:20]=[C:16]([C:15]2[C:10]3[CH:9]=[CH:8][N:7]([CH2:6][O:5][CH2:4][CH2:3][Si:2]([CH3:28])([CH3:1])[CH3:27])[C:11]=3[N:12]=[CH:13][N:14]=2)[CH:17]=[N:18]1)[CH2:25][CH3:26]. The yield is 0.100. (3) The reactants are [CH3:1][C:2]([C:24]1[CH:29]=[CH:28][CH:27]=[CH:26][CH:25]=1)([CH2:5][CH2:6][N:7]1[C@H:12]2[CH2:13][CH2:14][C@@H:8]1[CH2:9][CH:10]([N:15]1[C:19]([CH:20]([CH3:22])[CH3:21])=[N:18][N:17]=[C:16]1[CH3:23])[CH2:11]2)[CH2:3][NH2:4].C(N(C(C)C)CC)(C)C.[C:39]1([S:45](Cl)(=[O:47])=[O:46])[CH:44]=[CH:43][CH:42]=[CH:41][CH:40]=1. The catalyst is C(Cl)Cl. The product is [CH3:1][C:2]([C:24]1[CH:25]=[CH:26][CH:27]=[CH:28][CH:29]=1)([CH2:5][CH2:6][N:7]1[C@H:8]2[CH2:14][CH2:13][C@@H:12]1[CH2:11][CH:10]([N:15]1[C:19]([CH:20]([CH3:22])[CH3:21])=[N:18][N:17]=[C:16]1[CH3:23])[CH2:9]2)[CH2:3][NH:4][S:45]([C:39]1[CH:44]=[CH:43][CH:42]=[CH:41][CH:40]=1)(=[O:47])=[O:46]. The yield is 0.700. (4) The reactants are [Br:1][C:2]1[CH:3]=[C:4]([C:9](=[O:19])[CH2:10][C:11]2[CH:16]=[CH:15][CH:14]=[C:13]([Cl:17])[C:12]=2[Cl:18])[C:5]([Cl:8])=[N:6][CH:7]=1.C(Cl)Cl.O1CCCC1.[Br:28]Br. The catalyst is C(O)(=O)C. The product is [Br:28][CH:10]([C:11]1[CH:16]=[CH:15][CH:14]=[C:13]([Cl:17])[C:12]=1[Cl:18])[C:9]([C:4]1[C:5]([Cl:8])=[N:6][CH:7]=[C:2]([Br:1])[CH:3]=1)=[O:19]. The yield is 0.950.